From a dataset of Forward reaction prediction with 1.9M reactions from USPTO patents (1976-2016). Predict the product of the given reaction. (1) Given the reactants [N+:1]([C:4]1[C:12]2[C:7](=[CH:8][CH:9]=[C:10]([C:13]([O:15]C)=O)[CH:11]=2)[NH:6][CH:5]=1)([O-:3])=[O:2].O.[NH2:18][NH2:19], predict the reaction product. The product is: [N+:1]([C:4]1[C:12]2[C:7](=[CH:8][CH:9]=[C:10]([C:13]([NH:18][NH2:19])=[O:15])[CH:11]=2)[NH:6][CH:5]=1)([O-:3])=[O:2]. (2) Given the reactants [Br:1][C:2]1[CH:13]=[CH:12][C:5]([C:6](N(OC)C)=[O:7])=[C:4]([Cl:14])[CH:3]=1.[CH3:15][Mg]Cl, predict the reaction product. The product is: [Br:1][C:2]1[CH:13]=[CH:12][C:5]([C:6](=[O:7])[CH3:15])=[C:4]([Cl:14])[CH:3]=1.